The task is: Regression. Given a peptide amino acid sequence and an MHC pseudo amino acid sequence, predict their binding affinity value. This is MHC class I binding data.. This data is from Peptide-MHC class I binding affinity with 185,985 pairs from IEDB/IMGT. (1) The MHC is Mamu-B08 with pseudo-sequence Mamu-B08. The binding affinity (normalized) is 0. The peptide sequence is FSTPEEKF. (2) The peptide sequence is LTIVFVPEV. The MHC is HLA-B46:01 with pseudo-sequence HLA-B46:01. The binding affinity (normalized) is 0.0847. (3) The peptide sequence is ELTTVFIKY. The MHC is HLA-A33:01 with pseudo-sequence HLA-A33:01. The binding affinity (normalized) is 0.205. (4) The peptide sequence is RLIWSHHHI. The MHC is HLA-E01:01 with pseudo-sequence HLA-E01:03. The binding affinity (normalized) is 0.0847. (5) The peptide sequence is HMYRGGNGNT. The MHC is HLA-A02:03 with pseudo-sequence HLA-A02:03. The binding affinity (normalized) is 0.441. (6) The peptide sequence is LVKSYSLIR. The MHC is HLA-A31:01 with pseudo-sequence HLA-A31:01. The binding affinity (normalized) is 0.731. (7) The peptide sequence is PDLKTVHNIL. The MHC is HLA-A26:01 with pseudo-sequence HLA-A26:01. The binding affinity (normalized) is 0. (8) The peptide sequence is IEELRRHLL. The MHC is HLA-A33:01 with pseudo-sequence HLA-A33:01. The binding affinity (normalized) is 0. (9) The peptide sequence is EFFECFKYLL. The MHC is HLA-A29:02 with pseudo-sequence HLA-A29:02. The binding affinity (normalized) is 0.678. (10) The peptide sequence is YIYNHLTPL. The MHC is HLA-A68:02 with pseudo-sequence HLA-A68:02. The binding affinity (normalized) is 0.413.